Dataset: CYP2C19 inhibition data for predicting drug metabolism from PubChem BioAssay. Task: Regression/Classification. Given a drug SMILES string, predict its absorption, distribution, metabolism, or excretion properties. Task type varies by dataset: regression for continuous measurements (e.g., permeability, clearance, half-life) or binary classification for categorical outcomes (e.g., BBB penetration, CYP inhibition). Dataset: cyp2c19_veith. (1) The drug is COc1cccc(Nc2ncc3nc(-c4ccc(F)cc4)c(=O)n(C[C@H]4CCCO4)c3n2)c1. The result is 0 (non-inhibitor). (2) The molecule is CCOC(=O)/C=C1\NC(C)(C)Cc2cc(OC)c(O)cc21. The result is 1 (inhibitor). (3) The drug is COc1ccc(C2=NOC(C(=O)NC(C)(C)C)C2)cc1. The result is 1 (inhibitor). (4) The compound is c1ccc(B2OC[C@@H]([C@H]3OB(c4ccccc4)O[C@H]4COB(c5ccccc5)O[C@H]43)O2)cc1. The result is 0 (non-inhibitor). (5) The molecule is Cc1ccc(SCc2nnc(NC(=O)c3ccccc3)s2)cc1. The result is 0 (non-inhibitor). (6) The molecule is CCn1c(SCC(=O)Nc2ccc3c(c2)OCCO3)nc2c(c1=O)SC(C)C2. The result is 1 (inhibitor).